From a dataset of Peptide-MHC class II binding affinity with 134,281 pairs from IEDB. Regression. Given a peptide amino acid sequence and an MHC pseudo amino acid sequence, predict their binding affinity value. This is MHC class II binding data. (1) The peptide sequence is SSGKNEGTNIYNNNE. The MHC is DRB1_0802 with pseudo-sequence DRB1_0802. The binding affinity (normalized) is 0. (2) The peptide sequence is NNAHHVCWLEASMLL. The MHC is DRB1_0701 with pseudo-sequence DRB1_0701. The binding affinity (normalized) is 0.778. (3) The peptide sequence is LNIKYTRPGDSLAEV. The MHC is HLA-DQA10501-DQB10301 with pseudo-sequence HLA-DQA10501-DQB10301. The binding affinity (normalized) is 0.624. (4) The peptide sequence is AKRKTVTAMDVVYAL. The MHC is H-2-IAd with pseudo-sequence H-2-IAd. The binding affinity (normalized) is 0.846.